This data is from Full USPTO retrosynthesis dataset with 1.9M reactions from patents (1976-2016). The task is: Predict the reactants needed to synthesize the given product. (1) The reactants are: F[C:2]1(F)[CH2:7][CH2:6][N:5]([C:8]([C:10]2[CH:15]=[CH:14][CH:13]=[C:12]([I:16])[CH:11]=2)=[O:9])[CH2:4][CH2:3]1.I[C:19]1[CH:20]=C(C=C[CH:27]=1)C(O)=O.C1C2C(=CC=CC=2)CCN1. Given the product [I:16][C:12]1[CH:11]=[C:10]([C:8]([N:5]2[CH2:4][C:3]3[C:7](=[CH:2][CH:27]=[CH:19][CH:20]=3)[CH2:6]2)=[O:9])[CH:15]=[CH:14][CH:13]=1, predict the reactants needed to synthesize it. (2) Given the product [F:15][C:16]1[CH:17]=[C:18]([CH:22]=[C:23]([C:25]([F:28])([F:27])[F:26])[CH:24]=1)[C:19]([N:10]=[C:8]1[N:7]([CH:30]([CH2:35][CH3:36])[C:31]([OH:33])=[O:32])[C:6]2[CH:11]=[CH:12][C:3]([C:2]([F:1])([F:13])[F:14])=[CH:4][C:5]=2[S:9]1)=[O:20], predict the reactants needed to synthesize it. The reactants are: [F:1][C:2]([F:14])([F:13])[C:3]1[CH:12]=[CH:11][C:6]2[N:7]=[C:8]([NH2:10])[S:9][C:5]=2[CH:4]=1.[F:15][C:16]1[CH:17]=[C:18]([CH:22]=[C:23]([C:25]([F:28])([F:27])[F:26])[CH:24]=1)[C:19](Cl)=[O:20].Br[CH:30]([CH2:35][CH3:36])[C:31]([O:33]C)=[O:32].COC1C=CC2N=C(N)SC=2C=1.ClC1C=C(C=CC=1)C(Cl)=O.BrCC(OCC)=O. (3) Given the product [O:16]1[CH2:21][CH2:20][CH:19]([C@@H:22]2[NH:2][CH:3]([C:6]([OH:8])=[O:7])[CH2:4][S:5]2)[CH2:18][CH2:17]1, predict the reactants needed to synthesize it. The reactants are: Cl.[NH2:2][C@H:3]([C:6]([OH:8])=[O:7])[CH2:4][SH:5].C([O-])(=O)C.[K+].CO.[O:16]1[CH2:21][CH2:20][CH:19]([CH:22]=O)[CH2:18][CH2:17]1.